Task: Predict which catalyst facilitates the given reaction.. Dataset: Catalyst prediction with 721,799 reactions and 888 catalyst types from USPTO (1) Product: [CH3:37][C:22]1[C:21]([CH2:20][O:18][C:15]2[CH:14]=[CH:13][C:12]([CH2:11][CH2:10][CH2:9][CH2:8][N:3]3[CH:7]=[CH:6][N:5]=[N:4]3)=[CH:17][CH:16]=2)=[CH:26][CH:25]=[C:24]([C:27]2[CH:32]=[CH:31][CH:30]=[C:29]([C:33]([F:35])([F:36])[F:34])[CH:28]=2)[N:23]=1. Reactant: [H-].[Na+].[N:3]1([CH2:8][CH2:9][CH2:10][CH2:11][C:12]2[CH:17]=[CH:16][C:15]([OH:18])=[CH:14][CH:13]=2)[CH:7]=[CH:6][N:5]=[N:4]1.Cl[CH2:20][C:21]1[C:22]([CH3:37])=[N:23][C:24]([C:27]2[CH:32]=[CH:31][CH:30]=[C:29]([C:33]([F:36])([F:35])[F:34])[CH:28]=2)=[CH:25][CH:26]=1.O. The catalyst class is: 9. (2) Product: [CH3:40][O:39][CH2:38][CH2:37][O:36][CH2:35][O:34][C:12]1[CH:13]=[C:14]([O:27][CH2:28][O:29][CH2:30][CH2:31][O:32][CH3:33])[CH:15]=[C:16]([O:17][C:18]2[CH:19]=[CH:20][C:21]([N+:24]([O-:26])=[O:25])=[CH:22][CH:23]=2)[C:11]=1[C:9]1[O:8][N:7]=[C:6]([C:4]([O-:5])=[O:3])[CH:10]=1.[K+:42]. The catalyst class is: 8. Reactant: C([O:3][C:4]([C:6]1[CH:10]=[C:9]([C:11]2[C:16]([O:17][C:18]3[CH:23]=[CH:22][C:21]([N+:24]([O-:26])=[O:25])=[CH:20][CH:19]=3)=[CH:15][C:14]([O:27][CH2:28][O:29][CH2:30][CH2:31][O:32][CH3:33])=[CH:13][C:12]=2[O:34][CH2:35][O:36][CH2:37][CH2:38][O:39][CH3:40])[O:8][N:7]=1)=[O:5])C.[OH-].[K+:42].CCOCC. (3) Reactant: [Cl:1][C:2]1[C:7]([C:8]([F:11])([F:10])[F:9])=[CH:6][CH:5]=[CH:4][C:3]=1[CH2:12][NH:13][C:14](=[O:27])[CH:15]([N:18](C)[C:19](=O)OC(C)(C)C)[CH2:16][OH:17].Cl. Product: [ClH:1].[Cl:1][C:2]1[C:7]([C:8]([F:11])([F:10])[F:9])=[CH:6][CH:5]=[CH:4][C:3]=1[CH2:12][NH:13][C:14](=[O:27])[C@H:15]([CH2:16][OH:17])[NH:18][CH3:19]. The catalyst class is: 268. (4) Reactant: [CH3:1][O:2][CH2:3][CH2:4][S:5](Cl)(=[O:7])=[O:6].[Cl:9][C:10]1[C:11]([CH2:20][O:21][C:22]2[CH:27]=[CH:26][C:25]([Cl:28])=[C:24]([F:29])[CH:23]=2)=[CH:12][C:13]2[O:17][N:16]=[C:15]([NH2:18])[C:14]=2[CH:19]=1.C(N(CC)CC)C. Product: [Cl:9][C:10]1[C:11]([CH2:20][O:21][C:22]2[CH:27]=[CH:26][C:25]([Cl:28])=[C:24]([F:29])[CH:23]=2)=[CH:12][C:13]2[O:17][N:16]=[C:15]([NH:18][S:5]([CH2:4][CH2:3][O:2][CH3:1])(=[O:7])=[O:6])[C:14]=2[CH:19]=1. The catalyst class is: 2. (5) Reactant: [CH2:1]([C:16]1[CH:17]=[C:18]([OH:22])[CH:19]=[CH:20][CH:21]=1)[CH2:2][CH2:3][CH2:4][CH2:5][CH2:6][CH2:7][CH2:8][CH2:9][CH2:10][CH2:11][CH2:12][CH2:13][CH2:14][CH3:15].[CH3:23]S(C)=O.[OH-].[Na+].CI. Product: [CH2:1]([C:16]1[CH:17]=[C:18]([O:22][CH3:23])[CH:19]=[CH:20][CH:21]=1)[CH2:2][CH2:3][CH2:4][CH2:5][CH2:6][CH2:7][CH2:8][CH2:9][CH2:10][CH2:11][CH2:12][CH2:13][CH2:14][CH3:15]. The catalyst class is: 6. (6) Reactant: [O:1]1[CH2:6][CH2:5][C:4](=O)[CH2:3][C:2]1=[O:8].[Br:9][C:10]1[CH:11]=[C:12]([CH:15]=[CH:16][C:17]=1[F:18])[CH:13]=O.[NH2:19]/[C:20](/[CH3:24])=[CH:21]\[C:22]#[N:23]. Product: [Br:9][C:10]1[CH:11]=[C:12]([CH:13]2[C:21]([C:22]#[N:23])=[C:20]([CH3:24])[NH:19][C:4]3[CH2:5][CH2:6][O:1][C:2](=[O:8])[C:3]2=3)[CH:15]=[CH:16][C:17]=1[F:18]. The catalyst class is: 8. (7) Reactant: C([O:3][C:4]([C:6]1[S:10][C:9]2[CH:11]=[C:12]([CH2:15][OH:16])[CH:13]=[CH:14][C:8]=2[CH:7]=1)=[O:5])C.O.[Li+].[OH-]. Product: [OH:16][CH2:15][C:12]1[CH:13]=[CH:14][C:8]2[CH:7]=[C:6]([C:4]([OH:5])=[O:3])[S:10][C:9]=2[CH:11]=1. The catalyst class is: 1.